This data is from Reaction yield outcomes from USPTO patents with 853,638 reactions. The task is: Predict the reaction yield, written as a fraction of the theoretical maximum amount of product (1.0 means a 100% yield; for example, 0.34 means a 34% yield). (1) The reactants are [Br:1][C:2]1[CH:3]=[C:4]([OH:8])[CH:5]=[CH:6][CH:7]=1.[C:9](Cl)(=[O:11])[CH3:10]. The catalyst is N1C=CC=CC=1.ClCCl. The product is [C:9]([O:8][C:4]1[CH:5]=[CH:6][CH:7]=[C:2]([Br:1])[CH:3]=1)(=[O:11])[CH3:10]. The yield is 0.740. (2) The reactants are [CH3:1][C:2]1[CH:26]=[CH:25][CH:24]=[C:23]([CH3:27])[C:3]=1[CH2:4][N:5]1[C:9]2[CH:10]=[CH:11][CH:12]=[CH:13][C:8]=2[N:7]=[C:6]1[C:14]1[CH:22]=[CH:21][CH:20]=[CH:19][C:15]=1[C:16](O)=[O:17].[CH3:28][NH:29][C:30](=[S:33])[NH:31][NH2:32].Cl.CN(C)CCCN=C=NCC.ON1C2C=CC=CC=2N=N1.CN1CCOCC1. The catalyst is CN(C)C=O.O. The product is [CH3:1][C:2]1[CH:26]=[CH:25][CH:24]=[C:23]([CH3:27])[C:3]=1[CH2:4][N:5]1[C:9]2[CH:10]=[CH:11][CH:12]=[CH:13][C:8]=2[N:7]=[C:6]1[C:14]1[CH:22]=[CH:21][CH:20]=[CH:19][C:15]=1[C:16]([NH:32][NH:31][C:30]([NH:29][CH3:28])=[S:33])=[O:17]. The yield is 0.880. (3) The reactants are [CH2:1]([N:5]=[C:6]=[O:7])[CH2:2][CH2:3][CH3:4].[CH2:8]([O:15][C:16]1[CH:21]=[C:20]([O:22][CH2:23][C:24]2[CH:29]=[CH:28][CH:27]=[CH:26][CH:25]=2)[CH:19]=[CH:18][C:17]=1[CH:30]1[CH2:35][CH2:34][NH:33][CH2:32][CH2:31]1)[C:9]1[CH:14]=[CH:13][CH:12]=[CH:11][CH:10]=1. The catalyst is O1CCCC1.C(N(CC)C(C)C)(C)C. The yield is 0.780. The product is [CH2:1]([NH:5][C:6]([N:33]1[CH2:32][CH2:31][CH:30]([C:17]2[CH:18]=[CH:19][C:20]([O:22][CH2:23][C:24]3[CH:29]=[CH:28][CH:27]=[CH:26][CH:25]=3)=[CH:21][C:16]=2[O:15][CH2:8][C:9]2[CH:14]=[CH:13][CH:12]=[CH:11][CH:10]=2)[CH2:35][CH2:34]1)=[O:7])[CH2:2][CH2:3][CH3:4]. (4) The reactants are C[Al](C)C.[CH:5]([NH2:8])([CH3:7])[CH3:6].C[O:10][C:11]([C:13]1[O:17][N:16]=[C:15]([O:18][CH2:19][C:20]2[C:21]([C:26]3[CH:31]=[CH:30][CH:29]=[CH:28][CH:27]=3)=[N:22][O:23][C:24]=2[CH3:25])[CH:14]=1)=O.[C@H](O)(C([O-])=O)[C@@H](O)C([O-])=O.[Na+].[K+]. The catalyst is O1CCOCC1. The product is [CH:5]([NH:8][C:11]([C:13]1[O:17][N:16]=[C:15]([O:18][CH2:19][C:20]2[C:21]([C:26]3[CH:31]=[CH:30][CH:29]=[CH:28][CH:27]=3)=[N:22][O:23][C:24]=2[CH3:25])[CH:14]=1)=[O:10])([CH3:7])[CH3:6]. The yield is 0.740. (5) The reactants are [NH2:1][C:2]1[CH:15]=[CH:14][C:5]([O:6][C:7]2[N:12]=[CH:11][N:10]=[C:9]([NH2:13])[CH:8]=2)=[CH:4][CH:3]=1.[C:16]1([N:22]=[C:23]=[O:24])[CH:21]=[CH:20][CH:19]=[CH:18][CH:17]=1.O. The catalyst is CN(C)C=O.C(OCC)(=O)C.CCCCCC. The product is [NH2:13][C:9]1[N:10]=[CH:11][N:12]=[C:7]([O:6][C:5]2[CH:14]=[CH:15][C:2]([NH:1][C:23]([NH:22][C:16]3[CH:21]=[CH:20][CH:19]=[CH:18][CH:17]=3)=[O:24])=[CH:3][CH:4]=2)[CH:8]=1. The yield is 0.690. (6) The reactants are C([C@@H]1N(C(=O)C2C=CC(OC3C=CC=CC=3)=CC=2)C[C@H](CC(C)C)NC1=O)C(C)C.[CH2:31]([C@@H:35]1[NH:40][CH2:39][C@H:38]([C:41]2[CH:46]=[CH:45][CH:44]=[CH:43][CH:42]=2)[NH:37][C:36]1=[O:47])[CH:32]([CH3:34])[CH3:33].[S:48]1[CH:52]=[CH:51][CH:50]=[C:49]1[C:53]1[O:57][N:56]=[C:55]([C:58](O)=[O:59])[CH:54]=1. No catalyst specified. The product is [CH2:31]([C@@H:35]1[N:40]([C:58]([C:55]2[CH:54]=[C:53]([C:49]3[S:48][CH:52]=[CH:51][CH:50]=3)[O:57][N:56]=2)=[O:59])[CH2:39][C@H:38]([C:41]2[CH:42]=[CH:43][CH:44]=[CH:45][CH:46]=2)[NH:37][C:36]1=[O:47])[CH:32]([CH3:34])[CH3:33]. The yield is 0.701. (7) The reactants are [CH3:1][C:2]1[C:3]([C:23]2[CH:28]=[CH:27][CH:26]=[CH:25][CH:24]=2)=[C:4]([O:14][C:15]2[CH:22]=[CH:21][C:18](C=O)=[CH:17][CH:16]=2)[C:5]2[C:10]([CH:11]=1)=[CH:9][C:8]([O:12][CH3:13])=[CH:7][CH:6]=2.OO.C([O-])(O)=[O:32].[Na+]. The catalyst is CO.OS(O)(=O)=O.CCOC(C)=O. The product is [CH3:1][C:2]1[C:3]([C:23]2[CH:24]=[CH:25][CH:26]=[CH:27][CH:28]=2)=[C:4]([O:14][C:15]2[CH:16]=[CH:17][C:18]([OH:32])=[CH:21][CH:22]=2)[C:5]2[C:10]([CH:11]=1)=[CH:9][C:8]([O:12][CH3:13])=[CH:7][CH:6]=2. The yield is 0.610.